This data is from KCNQ2 potassium channel screen with 302,405 compounds. The task is: Binary Classification. Given a drug SMILES string, predict its activity (active/inactive) in a high-throughput screening assay against a specified biological target. (1) The drug is Clc1cc(/C=C2/SC(=NC2=O)N)ccc1OC. The result is 0 (inactive). (2) The molecule is S(=O)(=O)(Nc1ccc(c2n3CCCCCc3nn2)cc1)C. The result is 0 (inactive). (3) The compound is S(c1n(c(=O)c2c(n1)cccc2)CC=C)CC(=O)NC(=O)c1n(ccc1)C. The result is 0 (inactive). (4) The result is 0 (inactive). The drug is S(c1n(c(nn1)c1ccncc1)C)CC(=O)c1ccccc1. (5) The molecule is o1c(c(c(c1/N=C\c1c2c(ccc1)cccc2)C#N)C)C. The result is 0 (inactive). (6) The drug is S=c1n(Cc2cccnc2)c(=O)c2c([nH]1)cccc2. The result is 0 (inactive). (7) The compound is O1C(=C(C(C(=C1N)C#N)c1cccnc1)C(OCC)=O)c1ccc(OC)cc1. The result is 0 (inactive). (8) The molecule is Fc1ccc(C(=O)/C(=N\Nc2ccc(OC)cc2)/C=N\OC)cc1. The result is 0 (inactive). (9) The molecule is O=C(NCc1ncccc1)C(n1n2c(nc(=O)cc2C)c2c1cccc2)CC. The result is 0 (inactive). (10) The molecule is O=C(N1CCN(CC1)c1ccc(OC)cc1)c1c2n(c(=O)c3c(n2)cccc3)ccc1. The result is 0 (inactive).